Dataset: Forward reaction prediction with 1.9M reactions from USPTO patents (1976-2016). Task: Predict the product of the given reaction. (1) Given the reactants O=[C:2]1[CH2:7][CH2:6][O:5][CH:4]([C:8]2[CH:9]=[C:10]([CH:15]=[CH:16][CH:17]=2)[C:11]([O:13][CH3:14])=[O:12])[CH2:3]1.Cl.[NH2:19][OH:20].C([O-])(=O)C.[Na+], predict the reaction product. The product is: [OH:20][N:19]=[C:2]1[CH2:7][CH2:6][O:5][CH:4]([C:8]2[CH:9]=[C:10]([CH:15]=[CH:16][CH:17]=2)[C:11]([O:13][CH3:14])=[O:12])[CH2:3]1. (2) Given the reactants [Cl:1][C:2]1[N:7]=[CH:6][C:5]([C@@H:8]2[CH2:12][CH2:11][CH2:10][C@H:9]2[OH:13])=[CH:4][CH:3]=1.CCN(CC)CC.[CH3:21][S:22](Cl)(=[O:24])=[O:23].CCOC(C)=O, predict the reaction product. The product is: [Cl:1][C:2]1[N:7]=[CH:6][C:5]([C@@H:8]2[CH2:12][CH2:11][CH2:10][C@H:9]2[O:13][S:22]([CH3:21])(=[O:24])=[O:23])=[CH:4][CH:3]=1.